This data is from Forward reaction prediction with 1.9M reactions from USPTO patents (1976-2016). The task is: Predict the product of the given reaction. (1) Given the reactants [N+:1]([C:4]1[CH:5]=[CH:6][C:7]([N:10]([CH2:18][CH2:19][N:20]2[C:24]([NH:25][C:26]([C:39]3[CH:44]=[CH:43][CH:42]=[CH:41][CH:40]=3)([C:33]3[CH:38]=[CH:37][CH:36]=[CH:35][CH:34]=3)[C:27]3[CH:32]=[CH:31][CH:30]=[CH:29][CH:28]=3)=[CH:23][CH:22]=[N:21]2)[C:11](=[O:17])[O:12][C:13]([CH3:16])([CH3:15])[CH3:14])=[N:8][CH:9]=1)([O-])=O.[H][H], predict the reaction product. The product is: [NH2:1][C:4]1[CH:5]=[CH:6][C:7]([N:10]([CH2:18][CH2:19][N:20]2[C:24]([NH:25][C:26]([C:39]3[CH:44]=[CH:43][CH:42]=[CH:41][CH:40]=3)([C:33]3[CH:34]=[CH:35][CH:36]=[CH:37][CH:38]=3)[C:27]3[CH:28]=[CH:29][CH:30]=[CH:31][CH:32]=3)=[CH:23][CH:22]=[N:21]2)[C:11](=[O:17])[O:12][C:13]([CH3:14])([CH3:15])[CH3:16])=[N:8][CH:9]=1. (2) Given the reactants [OH:1][C:2]1[CH:7]=[CH:6][C:5]([N:8]2[CH2:13][CH2:12][N:11](C(=O)C)[CH2:10][CH2:9]2)=[CH:4][CH:3]=1.[H-].[Na+].C1(O)C=CC=CC=1.[CH3:26][O:27][CH2:28][CH2:29]Br, predict the reaction product. The product is: [CH3:26][O:27][CH2:28][CH2:29][O:1][C:2]1[CH:3]=[CH:4][C:5]([N:8]2[CH2:9][CH2:10][NH:11][CH2:12][CH2:13]2)=[CH:6][CH:7]=1.